Dataset: Full USPTO retrosynthesis dataset with 1.9M reactions from patents (1976-2016). Task: Predict the reactants needed to synthesize the given product. Given the product [CH3:50][N:51]([CH3:55])[CH2:52][CH2:53][O:1][C:2]1[CH:9]=[C:8]([C:33]2[CH:34]=[CH:35][CH:36]=[CH:37][C:32]=2[CH3:41])[CH:7]=[CH:6][C:3]=1[CH:4]=[O:5], predict the reactants needed to synthesize it. The reactants are: [OH:1][C:2]1[CH:9]=[C:8](O)[CH:7]=[CH:6][C:3]=1[CH:4]=[O:5].N1C=CC=CC=1.FC(F)(F)S(OS(C(F)(F)F)(=O)=O)(=O)=O.[C:32]1([CH3:41])[CH:37]=[CH:36][CH:35]=[CH:34][C:33]=1B(O)O.C(=O)([O-])[O-].[Na+].[Na+].[H-].[Na+].[CH3:50][N:51]([CH3:55])[CH2:52][CH2:53]Cl.